From a dataset of Reaction yield outcomes from USPTO patents with 853,638 reactions. Predict the reaction yield, written as a fraction of the theoretical maximum amount of product (1.0 means a 100% yield; for example, 0.34 means a 34% yield). (1) The reactants are [F:1][C:2]1[CH:24]=[CH:23][C:5]([CH2:6][NH:7][C:8]([C:10]2[C:11](=[O:22])[C:12]([O:20][CH3:21])=[C:13]([C:16]([O:18]C)=[O:17])[NH:14][CH:15]=2)=[O:9])=[CH:4][CH:3]=1.[OH-].[Na+].Cl. The catalyst is CO. The product is [CH2:6]([O:22][C:11]1[C:10]([C:8](=[O:9])[NH:7][CH2:6][C:5]2[CH:23]=[CH:24][C:2]([F:1])=[CH:3][CH:4]=2)=[CH:15][N:14]=[C:13]([C:16]([OH:18])=[O:17])[C:12]=1[O:20][CH3:21])[C:5]1[CH:23]=[CH:24][CH:2]=[CH:3][CH:4]=1. The yield is 0.540. (2) The reactants are [F:1][C:2]1[CH:7]=[C:6]([F:8])[CH:5]=[CH:4][C:3]=1[S:9]([NH:12][C:13]1[C:14]([O:29][CH3:30])=[N:15][CH:16]=[C:17]([C:19]2[CH:24]=[CH:23][N:22]3[N:25]=[CH:26][C:27](I)=[C:21]3[N:20]=2)[CH:18]=1)(=[O:11])=[O:10].C(N(C(C)C)CC)(C)C.[CH3:40][C:41]([OH:45])([C:43]#[CH:44])[CH3:42]. The catalyst is CN(C=O)C.Cl[Pd](Cl)([P](C1C=CC=CC=1)(C1C=CC=CC=1)C1C=CC=CC=1)[P](C1C=CC=CC=1)(C1C=CC=CC=1)C1C=CC=CC=1.[Cu]I. The product is [F:1][C:2]1[CH:7]=[C:6]([F:8])[CH:5]=[CH:4][C:3]=1[S:9]([NH:12][C:13]1[C:14]([O:29][CH3:30])=[N:15][CH:16]=[C:17]([C:19]2[CH:24]=[CH:23][N:22]3[N:25]=[CH:26][C:27]([C:44]#[C:43][C:41]([OH:45])([CH3:42])[CH3:40])=[C:21]3[N:20]=2)[CH:18]=1)(=[O:11])=[O:10]. The yield is 0.540.